From a dataset of Full USPTO retrosynthesis dataset with 1.9M reactions from patents (1976-2016). Predict the reactants needed to synthesize the given product. Given the product [OH:19][C:18]1[C:13]2[C:12]3[CH:22]=[C:23]([C:26]4[CH:31]=[CH:30][C:29]([CH2:32][N:33]5[CH2:38][CH2:37][CH2:36][CH2:35][CH2:34]5)=[CH:28][CH:27]=4)[CH:24]=[N:25][C:11]=3[NH:10][C:14]=2[CH:15]=[N:16][C:17]=1[C:20]#[N:21], predict the reactants needed to synthesize it. The reactants are: C1(S([N:10]2[C:14]3[CH:15]=[N:16][C:17]([C:20]#[N:21])=[C:18]([OH:19])[C:13]=3[C:12]3[CH:22]=[C:23]([C:26]4[CH:31]=[CH:30][C:29]([CH2:32][N:33]5[CH2:38][CH2:37][CH2:36][CH2:35][CH2:34]5)=[CH:28][CH:27]=4)[CH:24]=[N:25][C:11]2=3)(=O)=O)C=CC=CC=1.P([O-])([O-])([O-])=O.[K+].[K+].[K+].